From a dataset of Full USPTO retrosynthesis dataset with 1.9M reactions from patents (1976-2016). Predict the reactants needed to synthesize the given product. (1) The reactants are: [F:1][C:2]1[CH:7]=[CH:6][C:5]([C:8](=[O:10])[CH3:9])=[C:4]([OH:11])[CH:3]=1.C(=O)([O-])[O-].[K+].[K+].[CH2:18](Br)[CH:19]=[CH2:20].O. Given the product [CH2:20]([O:11][C:4]1[CH:3]=[C:2]([F:1])[CH:7]=[CH:6][C:5]=1[C:8](=[O:10])[CH3:9])[CH:19]=[CH2:18], predict the reactants needed to synthesize it. (2) Given the product [Br:1][C:2]1[CH:3]=[C:4]([NH2:9])[C:5]([Cl:8])=[N:6][CH:7]=1, predict the reactants needed to synthesize it. The reactants are: [Br:1][C:2]1[CH:3]=[C:4]([N+:9]([O-])=O)[C:5]([Cl:8])=[N:6][CH:7]=1.[OH-].[Na+]. (3) Given the product [OH:5][CH2:4][C:3]1[CH:6]=[C:7]([O:13][CH3:14])[CH:8]=[C:9]([N+:10]([O-:12])=[O:11])[C:2]=1[OH:1], predict the reactants needed to synthesize it. The reactants are: [OH:1][C:2]1[C:9]([N+:10]([O-:12])=[O:11])=[CH:8][C:7]([O:13][CH3:14])=[CH:6][C:3]=1[CH:4]=[O:5].[BH4-].[Na+].O.Cl. (4) Given the product [F:1][C:2]1[CH:7]=[CH:6][C:5]([C:8]2[CH:13]=[CH:12][C:11]([S:14]([CH3:17])(=[O:16])=[O:15])=[CH:10][C:9]=2[C:18]([N:20]2[CH2:25][CH2:24][N:23]([C:26]3[N:31]=[CH:30][C:29]([CH:32]([OH:34])[CH3:33])=[CH:28][CH:27]=3)[CH2:22][CH2:21]2)=[O:19])=[CH:4][CH:3]=1, predict the reactants needed to synthesize it. The reactants are: [F:1][C:2]1[CH:7]=[CH:6][C:5]([C:8]2[CH:13]=[CH:12][C:11]([S:14]([CH3:17])(=[O:16])=[O:15])=[CH:10][C:9]=2[C:18]([N:20]2[CH2:25][CH2:24][N:23]([C:26]3[N:31]=[CH:30][C:29]([C:32](=[O:34])[CH3:33])=[CH:28][CH:27]=3)[CH2:22][CH2:21]2)=[O:19])=[CH:4][CH:3]=1.[BH4-].[Na+]. (5) Given the product [CH2:6]([C:8]([C:11]1[CH:12]=[CH:13][C:14]([OH:17])=[CH:15][CH:16]=1)([C:19]1[CH:24]=[CH:23][C:22]([CH2:25][CH2:26][CH:27]([OH:32])[C:28]([CH3:30])([CH3:31])[CH3:29])=[C:21]([CH3:33])[CH:20]=1)[CH2:9][CH3:10])[CH3:7], predict the reactants needed to synthesize it. The reactants are: [H-].[Na+].C(S)C.[CH2:6]([C:8]([C:19]1[CH:24]=[CH:23][C:22]([CH2:25][CH2:26][CH:27]([OH:32])[C:28]([CH3:31])([CH3:30])[CH3:29])=[C:21]([CH3:33])[CH:20]=1)([C:11]1[CH:16]=[CH:15][C:14]([O:17]C)=[CH:13][CH:12]=1)[CH2:9][CH3:10])[CH3:7]. (6) Given the product [ClH:54].[ClH:54].[F:1][C:2]1[CH:10]=[CH:9][CH:8]=[C:7]2[C:3]=1[CH2:4][N:5]([N:11]([CH3:45])[C:12](=[O:44])[CH2:13][N:14]([C:31]1[CH:36]=[CH:35][C:34]([C:37]3[N:41]=[C:40]([CH3:42])[O:39][N:38]=3)=[CH:33][C:32]=1[CH3:43])[CH2:15][C:16]([NH:18][CH2:19][CH2:20][NH:21][CH2:22][CH3:23])=[O:17])[CH2:6]2, predict the reactants needed to synthesize it. The reactants are: [F:1][C:2]1[CH:10]=[CH:9][CH:8]=[C:7]2[C:3]=1[CH2:4][N:5]([N:11]([CH3:45])[C:12](=[O:44])[CH2:13][N:14]([C:31]1[CH:36]=[CH:35][C:34]([C:37]3[N:41]=[C:40]([CH3:42])[O:39][N:38]=3)=[CH:33][C:32]=1[CH3:43])[CH2:15][C:16]([NH:18][CH2:19][CH2:20][N:21](C(OC(C)(C)C)=O)[CH2:22][CH3:23])=[O:17])[CH2:6]2.FC(F)(F)C(O)=O.N.[ClH:54].C(OCC)(=O)C.